The task is: Regression. Given two drug SMILES strings and cell line genomic features, predict the synergy score measuring deviation from expected non-interaction effect.. This data is from NCI-60 drug combinations with 297,098 pairs across 59 cell lines. (1) Drug 1: CC1=C2C(C(=O)C3(C(CC4C(C3C(C(C2(C)C)(CC1OC(=O)C(C(C5=CC=CC=C5)NC(=O)OC(C)(C)C)O)O)OC(=O)C6=CC=CC=C6)(CO4)OC(=O)C)O)C)O. Drug 2: B(C(CC(C)C)NC(=O)C(CC1=CC=CC=C1)NC(=O)C2=NC=CN=C2)(O)O. Cell line: DU-145. Synergy scores: CSS=9.43, Synergy_ZIP=-4.53, Synergy_Bliss=-7.69, Synergy_Loewe=-21.6, Synergy_HSA=-7.90. (2) Drug 1: CCCCC(=O)OCC(=O)C1(CC(C2=C(C1)C(=C3C(=C2O)C(=O)C4=C(C3=O)C=CC=C4OC)O)OC5CC(C(C(O5)C)O)NC(=O)C(F)(F)F)O. Drug 2: CC1C(C(CC(O1)OC2CC(CC3=C2C(=C4C(=C3O)C(=O)C5=CC=CC=C5C4=O)O)(C(=O)C)O)N)O. Cell line: HS 578T. Synergy scores: CSS=47.6, Synergy_ZIP=1.93, Synergy_Bliss=3.84, Synergy_Loewe=-1.77, Synergy_HSA=4.72. (3) Drug 1: CCCCCOC(=O)NC1=NC(=O)N(C=C1F)C2C(C(C(O2)C)O)O. Drug 2: CC12CCC3C(C1CCC2O)C(CC4=C3C=CC(=C4)O)CCCCCCCCCS(=O)CCCC(C(F)(F)F)(F)F. Cell line: SK-MEL-28. Synergy scores: CSS=-2.38, Synergy_ZIP=1.02, Synergy_Bliss=-0.331, Synergy_Loewe=-3.41, Synergy_HSA=-2.89. (4) Synergy scores: CSS=-14.3, Synergy_ZIP=0.330, Synergy_Bliss=-3.29, Synergy_Loewe=-16.6, Synergy_HSA=-13.4. Drug 1: CC1CCC2CC(C(=CC=CC=CC(CC(C(=O)C(C(C(=CC(C(=O)CC(OC(=O)C3CCCCN3C(=O)C(=O)C1(O2)O)C(C)CC4CCC(C(C4)OC)OCCO)C)C)O)OC)C)C)C)OC. Drug 2: CC(C)(C#N)C1=CC(=CC(=C1)CN2C=NC=N2)C(C)(C)C#N. Cell line: CCRF-CEM.